Dataset: Peptide-MHC class I binding affinity with 185,985 pairs from IEDB/IMGT. Task: Regression. Given a peptide amino acid sequence and an MHC pseudo amino acid sequence, predict their binding affinity value. This is MHC class I binding data. (1) The peptide sequence is MQLQLNCAY. The MHC is HLA-A26:01 with pseudo-sequence HLA-A26:01. The binding affinity (normalized) is 0.0847. (2) The peptide sequence is LPYPQPQPF. The MHC is HLA-B53:01 with pseudo-sequence HLA-B53:01. The binding affinity (normalized) is 0.743. (3) The peptide sequence is IVLLCYGGW. The MHC is HLA-A30:01 with pseudo-sequence HLA-A30:01. The binding affinity (normalized) is 0.0847. (4) The binding affinity (normalized) is 0.391. The peptide sequence is YSMCTGKFKV. The MHC is HLA-A02:01 with pseudo-sequence HLA-A02:01. (5) The peptide sequence is IREVLRTELTY. The MHC is Mamu-B17 with pseudo-sequence Mamu-B17. The binding affinity (normalized) is 0. (6) The peptide sequence is LVGGREWSY. The MHC is HLA-A31:01 with pseudo-sequence HLA-A31:01. The binding affinity (normalized) is 0.0847. (7) The peptide sequence is RPPMVTSGL. The MHC is HLA-B38:01 with pseudo-sequence HLA-B38:01. The binding affinity (normalized) is 0.0847.